From a dataset of Catalyst prediction with 721,799 reactions and 888 catalyst types from USPTO. Predict which catalyst facilitates the given reaction. (1) Reactant: [C:1]([C:9]1[CH:38]=[C:37]([Br:39])[CH:36]=[CH:35][C:10]=1[C:11]([N:13]([CH2:25][CH:26]([OH:34])[CH2:27][C:28]1[CH:33]=[CH:32][CH:31]=[CH:30][CH:29]=1)[CH2:14][C:15]1[CH:20]=[CH:19][C:18]([S:21]([CH3:24])(=[O:23])=[O:22])=[CH:17][CH:16]=1)=[O:12])(=[O:8])[C:2]1[CH:7]=[CH:6][CH:5]=[CH:4][CH:3]=1.C(N(CC)CC)C.O.Cl. Product: [C:1]([C:9]1[CH:38]=[C:37]([Br:39])[CH:36]=[CH:35][C:10]=1[C:11]([N:13]([CH2:14][C:15]1[CH:16]=[CH:17][C:18]([S:21]([CH3:24])(=[O:23])=[O:22])=[CH:19][CH:20]=1)[CH2:25][C:26](=[O:34])[CH2:27][C:28]1[CH:33]=[CH:32][CH:31]=[CH:30][CH:29]=1)=[O:12])(=[O:8])[C:2]1[CH:3]=[CH:4][CH:5]=[CH:6][CH:7]=1. The catalyst class is: 16. (2) Reactant: [C:1]([O:4][CH2:5][C@H:6]([NH:17][C:18]([O:20][CH2:21][C:22]1[CH:27]=[CH:26][CH:25]=[CH:24][CH:23]=1)=[O:19])[C:7]([N:9]1[CH2:13][CH2:12][CH2:11][C@H:10]1[C:14](O)=[O:15])=[O:8])(=[O:3])[CH3:2].CN1CCOCC1.[OH:35][C@H:36]([CH3:50])[C@H:37]([NH:42][C:43]([C@@H:45]1[CH2:49][CH2:48][CH2:47][NH:46]1)=[O:44])[C:38]([O:40][CH3:41])=[O:39]. Product: [C:1]([O:4][CH2:5][C@@H:6]([NH:17][C:18]([O:20][CH2:21][C:22]1[CH:23]=[CH:24][CH:25]=[CH:26][CH:27]=1)=[O:19])[C:7]([N:9]1[CH2:13][CH2:12][CH2:11][C@H:10]1[C:14]([N:46]1[CH2:47][CH2:48][CH2:49][C@H:45]1[C:43]([NH:42][C@@H:37]([C@H:36]([OH:35])[CH3:50])[C:38]([O:40][CH3:41])=[O:39])=[O:44])=[O:15])=[O:8])(=[O:3])[CH3:2]. The catalyst class is: 59. (3) Reactant: [C:1]([O:5][C:6]([N:8]1[CH2:14][CH2:13][C:12](=[O:15])[N:11]([CH2:16][CH2:17][CH2:18][O:19]CC2C=CC=CC=2)[CH2:10][C@H:9]1[CH3:27])=[O:7])([CH3:4])([CH3:3])[CH3:2]. Product: [C:1]([O:5][C:6]([N:8]1[CH2:14][CH2:13][C:12](=[O:15])[N:11]([CH2:16][CH2:17][CH2:18][OH:19])[CH2:10][C@H:9]1[CH3:27])=[O:7])([CH3:4])([CH3:3])[CH3:2]. The catalyst class is: 19. (4) Reactant: C(O)(=O)C.[Cl-].[NH4+:6].C[C:8]1[CH:13]=[CH:12][N:11]=[C:10]2[N:14]([CH2:20][C:21]3[CH:26]=[CH:25][CH:24]=[CH:23][C:22]=3[F:27])[N:15]=[C:16]([C:17](=[NH:19])[O-])[C:9]=12. Product: [F:27][C:22]1[CH:23]=[CH:24][CH:25]=[CH:26][C:21]=1[CH2:20][N:14]1[C:10]2=[N:11][CH:12]=[CH:13][CH:8]=[C:9]2[C:16]([C:17]([NH2:19])=[NH:6])=[N:15]1. The catalyst class is: 5.